Dataset: Forward reaction prediction with 1.9M reactions from USPTO patents (1976-2016). Task: Predict the product of the given reaction. (1) Given the reactants Cl[CH2:2][C:3]([N:5]1[CH2:10][CH2:9][N:8]([C:11]2[CH:18]=[CH:17][C:14]([C:15]#[N:16])=[CH:13][CH:12]=2)[CH2:7][CH2:6]1)=[O:4].N1(C2C=CC(C#N)=CC=2)CCNCC1.ClCC(Cl)=O.[N+:38]([C:41]1[CH:46]=[CH:45][C:44]([NH:47][C@H:48]2[CH2:53][CH2:52][C@H:51]([OH:54])[CH2:50][CH2:49]2)=[CH:43][C:42]=1[C:55]([F:58])([F:57])[F:56])([O-:40])=[O:39], predict the reaction product. The product is: [N+:38]([C:41]1[CH:46]=[CH:45][C:44]([NH:47][C@H:48]2[CH2:53][CH2:52][C@H:51]([O:54][CH2:2][C:3]([N:5]3[CH2:10][CH2:9][N:8]([C:11]4[CH:18]=[CH:17][C:14]([C:15]#[N:16])=[CH:13][CH:12]=4)[CH2:7][CH2:6]3)=[O:4])[CH2:50][CH2:49]2)=[CH:43][C:42]=1[C:55]([F:56])([F:57])[F:58])([O-:40])=[O:39]. (2) Given the reactants [CH3:1][O:2][C:3](=[O:15])[CH2:4][CH2:5][C:6]1[CH:14]=[CH:13][CH:12]=[C:11]2[C:7]=1[CH:8]=[CH:9][NH:10]2.[CH3:16][O:17][CH2:18][CH2:19]Br, predict the reaction product. The product is: [CH3:1][O:2][C:3](=[O:15])[CH2:4][CH2:5][C:6]1[CH:14]=[CH:13][CH:12]=[C:11]2[C:7]=1[CH:8]=[CH:9][N:10]2[CH2:19][CH2:18][O:17][CH3:16]. (3) Given the reactants [NH2:1][C:2]1[N:7]([CH3:8])[C:6](=[O:9])[NH:5][C:4](=[O:10])[CH:3]=1.[N:11]([O-])=O.[Na+].O.[CH:16]([OH:18])=O, predict the reaction product. The product is: [NH2:1][C:2]1[N:7]([CH3:8])[C:6](=[O:9])[NH:5][C:4](=[O:10])[C:3]=1[NH:11][CH:16]=[O:18]. (4) Given the reactants [Li+].C[Si]([N-][Si](C)(C)C)(C)C.[CH3:11][Si:12]([O:15]C(=O)C[O:15][Si:12]([CH3:14])([CH3:13])[CH3:11])([CH3:14])[CH3:13].C[Si](Cl)(C)C.C[Si](C)(C)O[CH:32]=[C:33]([O:39][Si:40]([CH3:43])([CH3:42])[CH3:41])[O:34][Si:35]([CH3:38])([CH3:37])[CH3:36], predict the reaction product. The product is: [CH3:11][Si:12]([CH3:14])([CH3:13])[O:15][C:33]([O:34][Si:35]([CH3:36])([CH3:37])[CH3:38])([O:39][Si:40]([CH3:41])([CH3:42])[CH3:43])[CH3:32]. (5) The product is: [F:15][C:14]([F:17])([F:16])[C:13]([C:6]1[C:7]([CH3:12])=[N:8][C:9]2[C:4]([C:5]=1[C:19]1[CH:20]=[CH:21][C:22]([S:25]([CH3:28])(=[O:27])=[O:26])=[CH:23][CH:24]=1)=[CH:3][C:2]([N:29]1[CH2:34][CH2:33][CH2:32][CH2:31][CH2:30]1)=[CH:11][CH:10]=2)=[O:18]. Given the reactants Br[C:2]1[CH:3]=[C:4]2[C:9](=[CH:10][CH:11]=1)[N:8]=[C:7]([CH3:12])[C:6]([C:13](=[O:18])[C:14]([F:17])([F:16])[F:15])=[C:5]2[C:19]1[CH:24]=[CH:23][C:22]([S:25]([CH3:28])(=[O:27])=[O:26])=[CH:21][CH:20]=1.[NH:29]1[CH2:34][CH2:33][CH2:32][CH2:31][CH2:30]1, predict the reaction product. (6) Given the reactants [H-].[Na+].[CH3:3][S:4]([CH:7]([CH3:13])[C:8]([O:10][CH2:11][CH3:12])=[O:9])(=[O:6])=[O:5].[I-].[K+].Br[CH2:17][CH2:18][C:19]#[CH:20], predict the reaction product. The product is: [CH3:13][C:7]([S:4]([CH3:3])(=[O:5])=[O:6])([CH2:20][CH2:19][C:18]#[CH:17])[C:8]([O:10][CH2:11][CH3:12])=[O:9]. (7) Given the reactants [C:1]1([C:7]#[CH:8])[CH:6]=[CH:5][CH:4]=[CH:3][CH:2]=1.C([Li])CCC.C(#N)[C:15]1[CH:20]=[CH:19][CH:18]=[CH:17][CH:16]=1.CN(C)CCN(C)C.CCCCCCCCCCCCC, predict the reaction product. The product is: [C:1]1([C:7]#[C:8][C:15]2[CH:20]=[CH:19][CH:18]=[CH:17][CH:16]=2)[CH:6]=[CH:5][CH:4]=[CH:3][CH:2]=1. (8) Given the reactants [CH:1]([C:3]1[S:7][C:6]([C:8]([OH:10])=[O:9])=[CH:5][CH:4]=1)=[O:2].O.[BH4-].[Na+].Cl, predict the reaction product. The product is: [OH:2][CH2:1][C:3]1[S:7][C:6]([C:8]([OH:10])=[O:9])=[CH:5][CH:4]=1.